Dataset: Catalyst prediction with 721,799 reactions and 888 catalyst types from USPTO. Task: Predict which catalyst facilitates the given reaction. (1) Reactant: [C:1]([NH-:18])([O:3][CH2:4][CH:5]1[C:17]2[C:12](=[CH:13][CH:14]=[CH:15][CH:16]=2)[C:11]2[C:6]1=[CH:7][CH:8]=[CH:9][CH:10]=2)=[O:2].N1CCNCC1.CN([C:28]([O:32]N1N=NC2C=CC=CC1=2)=[N+](C)C)C.F[P-](F)(F)(F)(F)F.C1C=CC2N(O)N=NC=2C=1.N(C(OC(C)(C)C)=O)[CH2:60][C:61]([OH:63])=[O:62].C1CCC(N=C=NC2CCCCC2)CC1.C1C=CC2N(O)N=NC=2C=1. Product: [NH:18]([C:1]([O:3][CH2:4][CH:5]1[C:17]2[C:12](=[CH:13][CH:14]=[CH:15][CH:16]=2)[C:11]2[C:6]1=[CH:7][CH:8]=[CH:9][CH:10]=2)=[O:2])[C@H:60]([C:61]([OH:63])=[O:62])[CH2:28][OH:32]. The catalyst class is: 67. (2) Reactant: [O-]S([O-])=O.[Na+].[Na+].[C:7]([O-])(O)=O.[Na+].[C:12]([C:16]1[O:17][C:18]2[C:24]([S:25](Cl)(=[O:27])=[O:26])=[C:23]([Cl:29])[CH:22]=[CH:21][C:19]=2[N:20]=1)([CH3:15])([CH3:14])[CH3:13].IC. Product: [C:12]([C:16]1[O:17][C:18]2[C:24]([S:25]([CH3:7])(=[O:27])=[O:26])=[C:23]([Cl:29])[CH:22]=[CH:21][C:19]=2[N:20]=1)([CH3:15])([CH3:14])[CH3:13]. The catalyst class is: 315. (3) Reactant: [NH2:1][CH2:2][C:3]([O:5][C:6]([CH3:9])([CH3:8])[CH3:7])=[O:4].CCN(C(C)C)C(C)C.[CH2:19]([O:21][C:22](=[O:44])[C@@H:23]([CH3:43])[CH2:24][CH:25]([N:40]=[C:41]=[O:42])[CH2:26][C:27]1[CH:32]=[CH:31][C:30]([C:33]2[CH:38]=[CH:37][CH:36]=[C:35]([Cl:39])[CH:34]=2)=[CH:29][CH:28]=1)[CH3:20]. Product: [CH2:19]([O:21][C:22](=[O:44])[C@@H:23]([CH3:43])[CH2:24][CH:25]([NH:40][C:41]([NH:1][CH2:2][C:3]([O:5][C:6]([CH3:9])([CH3:8])[CH3:7])=[O:4])=[O:42])[CH2:26][C:27]1[CH:32]=[CH:31][C:30]([C:33]2[CH:38]=[CH:37][CH:36]=[C:35]([Cl:39])[CH:34]=2)=[CH:29][CH:28]=1)[CH3:20]. The catalyst class is: 3. (4) Reactant: CS(C)=O.[CH3:5][N:6]([CH3:12])[C@H:7]1[CH2:11][CH2:10][NH:9][CH2:8]1.F[C:14]1[C:15]([C:34]2[CH:39]=[CH:38][CH:37]=[CH:36][CH:35]=2)=[C:16]([CH3:33])[C:17](C#N)=[C:18]2[C:22]=1[O:21][C:20]([C:23]([N:25]1[CH2:30][CH2:29][CH2:28][CH2:27][CH2:26]1)=[O:24])=[N:19]2.[CH2:40]([N:42](CC)CC)C. Product: [CH3:5][N:6]([CH3:12])[C@H:7]1[CH2:11][CH2:10][N:9]([C:14]2[C:22]3[O:21][C:20]([C:23]([N:25]4[CH2:30][CH2:29][CH2:28][CH2:27][CH2:26]4)=[O:24])([C:40]#[N:42])[NH:19][C:18]=3[CH:17]=[C:16]([CH3:33])[C:15]=2[C:34]2[CH:39]=[CH:38][CH:37]=[CH:36][CH:35]=2)[CH2:8]1. The catalyst class is: 170. (5) Reactant: [OH:1][C:2]1[CH:9]=[CH:8][C:5]([CH2:6]Br)=[CH:4][CH:3]=1.[N:10]1([NH:15][C:16]2[CH:23]=[CH:22][C:19]([C:20]#[N:21])=[CH:18][CH:17]=2)[CH:14]=[CH:13][N:12]=[CH:11]1.C([O-])([O-])=O.[K+].[K+].O. Product: [OH:1][C:2]1[CH:9]=[CH:8][C:5]([CH2:6][N:15]([C:16]2[CH:17]=[CH:18][C:19]([C:20]#[N:21])=[CH:22][CH:23]=2)[N:10]2[CH:14]=[CH:13][N:12]=[CH:11]2)=[CH:4][CH:3]=1. The catalyst class is: 1.